This data is from Forward reaction prediction with 1.9M reactions from USPTO patents (1976-2016). The task is: Predict the product of the given reaction. Given the reactants [N+:1]([C:4]1[CH:5]=[CH:6][CH:7]=[C:8]2[C:13]=1[N:12]=[CH:11][CH:10]=[C:9]2[C:14]1[C:22]2[C:17](=[CH:18][CH:19]=[C:20]([CH3:23])[CH:21]=2)[N:16]([CH2:24][C:25]([O:27]CC)=[O:26])[C:15]=1[CH3:30])([O-:3])=[O:2].[OH-].[Na+], predict the reaction product. The product is: [N+:1]([C:4]1[CH:5]=[CH:6][CH:7]=[C:8]2[C:13]=1[N:12]=[CH:11][CH:10]=[C:9]2[C:14]1[C:22]2[C:17](=[CH:18][CH:19]=[C:20]([CH3:23])[CH:21]=2)[N:16]([CH2:24][C:25]([OH:27])=[O:26])[C:15]=1[CH3:30])([O-:3])=[O:2].